From a dataset of Reaction yield outcomes from USPTO patents with 853,638 reactions. Predict the reaction yield, written as a fraction of the theoretical maximum amount of product (1.0 means a 100% yield; for example, 0.34 means a 34% yield). (1) The reactants are [Cl:1][C:2]1[CH:7]=[C:6]([Cl:8])[CH:5]=[CH:4][C:3]=1[C@H:9]1[C:14]([C:15]([O:17][C@H:18]([CH3:25])[C:19]([O:21][CH:22]([CH3:24])[CH3:23])=[O:20])=[O:16])=[C:13]([CH2:26]Br)[NH:12][C:11]([C:28]2[S:29][CH:30]=[CH:31][N:32]=2)=[N:10]1.[NH:33]1[CH2:38][CH2:37][O:36][CH2:35][C@H:34]1[C:39]([OH:41])=[O:40].C(=O)([O-])[O-].[K+].[K+]. The catalyst is C(O)C. The product is [Cl:1][C:2]1[CH:7]=[C:6]([Cl:8])[CH:5]=[CH:4][C:3]=1[C@@H:9]1[N:10]=[C:11]([C:28]2[S:29][CH:30]=[CH:31][N:32]=2)[NH:12][C:13]([CH2:26][N:33]2[CH2:38][CH2:37][O:36][CH2:35][C@H:34]2[C:39]([OH:41])=[O:40])=[C:14]1[C:15]([O:17][C@H:18]([CH3:25])[C:19]([O:21][CH:22]([CH3:24])[CH3:23])=[O:20])=[O:16]. The yield is 0.700. (2) The catalyst is C(Cl)Cl.N1C=CC=CC=1.C1(C)C=CC=CC=1.Cl. The yield is 0.930. The product is [CH:35]([O:34][C:32](=[O:33])[NH:1][C:2]1[CH:7]=[CH:6][C:5]([C:8]2[N:9]([CH:26]3[CH2:29][CH2:28][CH2:27]3)[C:10]3[C:15]([C:16]=2[C:17]#[N:18])=[CH:14][CH:13]=[C:12]([O:19][C:20]2[N:21]=[CH:22][CH:23]=[CH:24][N:25]=2)[CH:11]=3)=[CH:4][C:3]=1[Cl:30])([CH3:37])[CH3:36]. The reactants are [NH2:1][C:2]1[CH:7]=[CH:6][C:5]([C:8]2[N:9]([CH:26]3[CH2:29][CH2:28][CH2:27]3)[C:10]3[C:15]([C:16]=2[C:17]#[N:18])=[CH:14][CH:13]=[C:12]([O:19][C:20]2[N:25]=[CH:24][CH:23]=[CH:22][N:21]=2)[CH:11]=3)=[CH:4][C:3]=1[Cl:30].Cl[C:32]([O:34][CH:35]([CH3:37])[CH3:36])=[O:33]. (3) The reactants are C([O:8][C:9](=[O:23])[CH2:10][N:11]([CH2:13][CH2:14][NH:15][C:16]([O:18][C:19]([CH3:22])([CH3:21])[CH3:20])=[O:17])[CH3:12])C1C=CC=CC=1. The catalyst is CO.[C].[Pd]. The product is [C:19]([O:18][C:16]([NH:15][CH2:14][CH2:13][N:11]([CH2:10][C:9]([OH:23])=[O:8])[CH3:12])=[O:17])([CH3:22])([CH3:20])[CH3:21]. The yield is 1.00. (4) The reactants are C1(N)C(F)=C(F)C(F)=C(N)C=1F.Cl.Cl.[NH:15]1[C:23]2[C:18](=[CH:19][CH:20]=[CH:21][CH:22]=2)[C:17](/[CH:24]=[CH:25]/[C:26]2[CH:39]=[CH:38][C:29]([C:30]([N:32]3[CH2:37][CH2:36][NH:35][CH2:34][CH2:33]3)=[O:31])=[CH:28][CH:27]=2)=[N:16]1.[CH2:40]([N:42]([CH2:45]C)CC)[CH3:41].[OH2:47]. The catalyst is C1COCC1. The product is [CH2:40]([NH:42][C:45]([N:35]1[CH2:36][CH2:37][N:32]([C:30](=[O:31])[C:29]2[CH:28]=[CH:27][C:26](/[CH:25]=[CH:24]/[C:17]3[C:18]4[C:23](=[CH:22][CH:21]=[CH:20][CH:19]=4)[NH:15][N:16]=3)=[CH:39][CH:38]=2)[CH2:33][CH2:34]1)=[O:47])[CH3:41]. The yield is 0.550. (5) The yield is 0.920. The catalyst is C1COCC1. The reactants are [H-].[Na+].[Br:3][C:4]1[CH:9]=[CH:8][C:7]([OH:10])=[CH:6][CH:5]=1.Cl[CH2:12][O:13][CH3:14].O. The product is [Br:3][C:4]1[CH:9]=[CH:8][C:7]([O:10][CH2:12][O:13][CH3:14])=[CH:6][CH:5]=1. (6) The reactants are [CH3:1][C:2]1[CH:10]=[CH:9][CH:8]=[CH:7][C:3]=1[C:4]([OH:6])=[O:5].[Br:11]Br. The catalyst is [Fe].O. The product is [Br:11][C:8]1[CH:9]=[CH:10][C:2]([CH3:1])=[C:3]([CH:7]=1)[C:4]([OH:6])=[O:5]. The yield is 0.190. (7) The reactants are Cl[C:2]1[CH:7]=[C:6]([O:8][C:9]2[CH:14]=[C:13]([F:15])[C:12]([N+:16]([O-:18])=[O:17])=[CH:11][C:10]=2[F:19])[CH:5]=[CH:4][N:3]=1.[C:20]([NH2:24])(=[O:23])[CH2:21][CH3:22].C([O-])([O-])=O.[Cs+].[Cs+]. The catalyst is O1CCOCC1.C1(P(C2C=CC=CC=2)[C-]2C=CC=C2)C=CC=CC=1.[C-]1(P(C2C=CC=CC=2)C2C=CC=CC=2)C=CC=C1.[Fe+2].C1C=CC(/C=C/C(/C=C/C2C=CC=CC=2)=O)=CC=1.C1C=CC(/C=C/C(/C=C/C2C=CC=CC=2)=O)=CC=1.C1C=CC(/C=C/C(/C=C/C2C=CC=CC=2)=O)=CC=1.[Pd].[Pd]. The product is [F:19][C:10]1[CH:11]=[C:12]([N+:16]([O-:18])=[O:17])[C:13]([F:15])=[CH:14][C:9]=1[O:8][C:6]1[CH:5]=[CH:4][N:3]=[C:2]([NH:24][C:20](=[O:23])[CH2:21][CH3:22])[CH:7]=1. The yield is 0.690. (8) The reactants are [C:1]1([S:7]([N:10]2[C:14]3=[N:15][CH:16]=[C:17]([N:19]4[CH2:24][CH2:23][O:22][CH2:21][CH2:20]4)[CH:18]=[C:13]3[C:12](I)=[CH:11]2)(=[O:9])=[O:8])[CH:6]=[CH:5][CH:4]=[CH:3][CH:2]=1.[C:26]([N:45]1[CH:49]=[C:48](B(O)O)[CH:47]=[N:46]1)([C:39]1[CH:44]=[CH:43][CH:42]=[CH:41][CH:40]=1)([C:33]1[CH:38]=[CH:37][CH:36]=[CH:35][CH:34]=1)[C:27]1[CH:32]=[CH:31][CH:30]=[CH:29][CH:28]=1.[Li+].[Cl-].C([O-])([O-])=O.[Na+].[Na+]. The catalyst is CCO.Cl[Pd](Cl)([P](C1C=CC=CC=1)(C1C=CC=CC=1)C1C=CC=CC=1)[P](C1C=CC=CC=1)(C1C=CC=CC=1)C1C=CC=CC=1.O.C1(C)C=CC=CC=1. The product is [C:1]1([S:7]([N:10]2[C:14]3=[N:15][CH:16]=[C:17]([N:19]4[CH2:24][CH2:23][O:22][CH2:21][CH2:20]4)[CH:18]=[C:13]3[C:12]([C:48]3[CH:47]=[N:46][N:45]([C:26]([C:33]4[CH:38]=[CH:37][CH:36]=[CH:35][CH:34]=4)([C:27]4[CH:28]=[CH:29][CH:30]=[CH:31][CH:32]=4)[C:39]4[CH:44]=[CH:43][CH:42]=[CH:41][CH:40]=4)[CH:49]=3)=[CH:11]2)(=[O:9])=[O:8])[CH:6]=[CH:5][CH:4]=[CH:3][CH:2]=1. The yield is 0.810.